This data is from Peptide-MHC class II binding affinity with 134,281 pairs from IEDB. The task is: Regression. Given a peptide amino acid sequence and an MHC pseudo amino acid sequence, predict their binding affinity value. This is MHC class II binding data. (1) The peptide sequence is AQQSKLAQRRVFHGV. The MHC is HLA-DQA10501-DQB10302 with pseudo-sequence HLA-DQA10501-DQB10302. The binding affinity (normalized) is 0. (2) The peptide sequence is HHLVEFEPPHAATIR. The MHC is DRB1_0701 with pseudo-sequence DRB1_0701. The binding affinity (normalized) is 0.472. (3) The peptide sequence is YASVEAANASPLQVA. The MHC is HLA-DQA10501-DQB10301 with pseudo-sequence HLA-DQA10501-DQB10301. The binding affinity (normalized) is 0.730. (4) The peptide sequence is EKKYFFATQFEPLAA. The MHC is HLA-DQA10501-DQB10301 with pseudo-sequence HLA-DQA10501-DQB10301. The binding affinity (normalized) is 0.231. (5) The peptide sequence is GELQIVDKIDAAFMI. The MHC is DRB5_0101 with pseudo-sequence DRB5_0101. The binding affinity (normalized) is 0.402. (6) The peptide sequence is QDELIGRGRVSPGNG. The MHC is HLA-DQA10501-DQB10302 with pseudo-sequence HLA-DQA10501-DQB10302. The binding affinity (normalized) is 0.368. (7) The peptide sequence is GILHNLSDLYALITE. The MHC is DRB5_0101 with pseudo-sequence DRB5_0101. The binding affinity (normalized) is 0.497. (8) The peptide sequence is EKKYFAHTQFEPLAA. The MHC is HLA-DPA10201-DPB10501 with pseudo-sequence HLA-DPA10201-DPB10501. The binding affinity (normalized) is 0.822.